This data is from NCI-60 drug combinations with 297,098 pairs across 59 cell lines. The task is: Regression. Given two drug SMILES strings and cell line genomic features, predict the synergy score measuring deviation from expected non-interaction effect. (1) Drug 1: CC12CCC(CC1=CCC3C2CCC4(C3CC=C4C5=CN=CC=C5)C)O. Drug 2: CC1C(C(CC(O1)OC2CC(OC(C2O)C)OC3=CC4=CC5=C(C(=O)C(C(C5)C(C(=O)C(C(C)O)O)OC)OC6CC(C(C(O6)C)O)OC7CC(C(C(O7)C)O)OC8CC(C(C(O8)C)O)(C)O)C(=C4C(=C3C)O)O)O)O. Cell line: PC-3. Synergy scores: CSS=2.64, Synergy_ZIP=-1.13, Synergy_Bliss=1.73, Synergy_Loewe=3.65, Synergy_HSA=2.37. (2) Drug 1: CC1C(C(=O)NC(C(=O)N2CCCC2C(=O)N(CC(=O)N(C(C(=O)O1)C(C)C)C)C)C(C)C)NC(=O)C3=C4C(=C(C=C3)C)OC5=C(C(=O)C(=C(C5=N4)C(=O)NC6C(OC(=O)C(N(C(=O)CN(C(=O)C7CCCN7C(=O)C(NC6=O)C(C)C)C)C)C(C)C)C)N)C. Drug 2: CN(C(=O)NC(C=O)C(C(C(CO)O)O)O)N=O. Cell line: SF-539. Synergy scores: CSS=32.1, Synergy_ZIP=-3.69, Synergy_Bliss=3.39, Synergy_Loewe=-14.1, Synergy_HSA=4.25. (3) Drug 1: CC1=C(C=C(C=C1)C(=O)NC2=CC(=CC(=C2)C(F)(F)F)N3C=C(N=C3)C)NC4=NC=CC(=N4)C5=CN=CC=C5. Drug 2: C1=NC2=C(N=C(N=C2N1C3C(C(C(O3)CO)O)F)Cl)N. Cell line: SW-620. Synergy scores: CSS=-3.70, Synergy_ZIP=1.85, Synergy_Bliss=1.48, Synergy_Loewe=-4.91, Synergy_HSA=-3.67. (4) Drug 1: C1CCC(CC1)NC(=O)N(CCCl)N=O. Drug 2: C1C(C(OC1N2C=NC(=NC2=O)N)CO)O. Cell line: MOLT-4. Synergy scores: CSS=73.6, Synergy_ZIP=2.39, Synergy_Bliss=3.30, Synergy_Loewe=-0.0184, Synergy_HSA=5.12.